Task: Predict the reaction yield, written as a fraction of the theoretical maximum amount of product (1.0 means a 100% yield; for example, 0.34 means a 34% yield).. Dataset: Reaction yield outcomes from USPTO patents with 853,638 reactions The reactants are [NH2:1][CH2:2][CH:3]1[CH2:8][CH2:7][C:6]2[C:9]3[C:14]([NH:15][C:16]4[CH:25]=[CH:24][C:19]5[NH:20][C:21](=[O:23])[S:22][C:18]=5[CH:17]=4)=[N:13][CH:12]=[N:11][C:10]=3[S:26][C:5]=2[CH2:4]1.CN(C)C=O.[CH3:32][CH:33]([CH3:37])[C:34](Cl)=[O:35].C(N(CC)CC)C. The catalyst is O. The product is [CH3:32][CH:33]([CH3:37])[C:34]([NH:1][CH2:2][CH:3]1[CH2:8][CH2:7][C:6]2[C:9]3[C:14]([NH:15][C:16]4[CH:25]=[CH:24][C:19]5[NH:20][C:21](=[O:23])[S:22][C:18]=5[CH:17]=4)=[N:13][CH:12]=[N:11][C:10]=3[S:26][C:5]=2[CH2:4]1)=[O:35]. The yield is 0.260.